Dataset: CYP2C9 inhibition data for predicting drug metabolism from PubChem BioAssay. Task: Regression/Classification. Given a drug SMILES string, predict its absorption, distribution, metabolism, or excretion properties. Task type varies by dataset: regression for continuous measurements (e.g., permeability, clearance, half-life) or binary classification for categorical outcomes (e.g., BBB penetration, CYP inhibition). Dataset: cyp2c9_veith. (1) The molecule is O=C(Cn1nc(C(F)F)cc1C(F)F)N/N=C/c1ccc2c(c1)OCO2. The result is 0 (non-inhibitor). (2) The drug is CC(Sc1nnc(Cc2cccs2)n1C1CCCCC1)C(N)=O. The result is 0 (non-inhibitor). (3) The compound is CCOC(=O)C1CCCN(c2ncnc3c2cnn3-c2cccc(C)c2)C1. The result is 1 (inhibitor). (4) The compound is CCOC(=O)Cn1nc(C)n(-c2ccc(C(C)(C)C)cc2)c1=O. The result is 1 (inhibitor). (5) The molecule is COC(=O)C(Cc1ccc(OC(=O)c2ccc(Cl)cc2)cc1)N1Cc2ccccc2C1=O. The result is 1 (inhibitor).